Dataset: Full USPTO retrosynthesis dataset with 1.9M reactions from patents (1976-2016). Task: Predict the reactants needed to synthesize the given product. (1) Given the product [CH2:33]([O:32][C:27]1[CH:28]=[CH:29][CH:30]=[CH:31][C:26]=1[C:25]([N:22]1[CH2:23][CH2:24][CH:20]([CH2:18][O:14][C:11]2[CH:12]=[CH:13][C:8]([C:5]3[CH:4]=[CH:3][C:2]([F:1])=[CH:7][CH:6]=3)=[CH:9][CH:10]=2)[CH2:21]1)=[O:35])[CH3:34], predict the reactants needed to synthesize it. The reactants are: [F:1][C:2]1[CH:7]=[CH:6][C:5]([C:8]2[CH:13]=[CH:12][C:11]([OH:14])=[CH:10][CH:9]=2)=[CH:4][CH:3]=1.C(O[C:18]([C:20]1(CI)[CH2:24][CH2:23][N:22]([C:25](=[O:35])[C:26]2[CH:31]=[CH:30][CH:29]=[CH:28][C:27]=2[O:32][CH2:33][CH3:34])[CH2:21]1)=O)C. (2) Given the product [Br:1][C:2]1[CH:3]=[C:4]([NH:8][C:9]([NH:20][NH:19][C:17](=[O:18])[C:16]2[CH:21]=[CH:22][CH:23]=[C:14]([N+:11]([O-:13])=[O:12])[CH:15]=2)=[S:10])[CH:5]=[CH:6][CH:7]=1, predict the reactants needed to synthesize it. The reactants are: [Br:1][C:2]1[CH:3]=[C:4]([N:8]=[C:9]=[S:10])[CH:5]=[CH:6][CH:7]=1.[N+:11]([C:14]1[CH:15]=[C:16]([CH:21]=[CH:22][CH:23]=1)[C:17]([NH:19][NH2:20])=[O:18])([O-:13])=[O:12]. (3) Given the product [Br:1][C:2]1[S:6][C:5]([S:7]([NH2:12])(=[O:9])=[O:8])=[CH:4][CH:3]=1, predict the reactants needed to synthesize it. The reactants are: [Br:1][C:2]1[S:6][C:5]([S:7](Cl)(=[O:9])=[O:8])=[CH:4][CH:3]=1.O.[NH3:12]. (4) Given the product [CH2:1]([O:3][C:4]1[CH:13]=[C:12]2[C:7]([C:8]([CH:14]([C:16]3[CH:21]=[C:20]([O:22][CH3:23])[C:19]([O:24][CH3:25])=[C:18]([O:26][CH3:27])[CH:17]=3)[OH:15])=[CH:9][N:10]=[CH:11]2)=[CH:6][CH:5]=1)[CH3:2], predict the reactants needed to synthesize it. The reactants are: [CH2:1]([O:3][C:4]1[CH:13]=[C:12]2[C:7]([C:8]([C:14]([C:16]3[CH:21]=[C:20]([O:22][CH3:23])[C:19]([O:24][CH3:25])=[C:18]([O:26][CH3:27])[CH:17]=3)=[O:15])=[CH:9][N:10]=[CH:11]2)=[CH:6][CH:5]=1)[CH3:2].[BH4-].[Na+].